From a dataset of Forward reaction prediction with 1.9M reactions from USPTO patents (1976-2016). Predict the product of the given reaction. (1) The product is: [I:34][CH2:2][Si:3]([CH3:33])([CH3:32])[CH2:4][CH2:5][C:6]1[C:18]2[CH2:17][N:16]3[C:11](=[CH:12][C:13]4[C@:23]([CH2:25][CH3:26])([OH:24])[C:22](=[O:27])[O:21][CH2:20][C:14]=4[C:15]3=[O:19])[C:10]=2[N:9]=[C:8]2[CH:28]=[CH:29][CH:30]=[CH:31][C:7]=12. Given the reactants Cl[CH2:2][Si:3]([CH3:33])([CH3:32])[CH2:4][CH2:5][C:6]1[C:18]2[CH2:17][N:16]3[C:11](=[CH:12][C:13]4[C@:23]([CH2:25][CH3:26])([OH:24])[C:22](=[O:27])[O:21][CH2:20][C:14]=4[C:15]3=[O:19])[C:10]=2[N:9]=[C:8]2[CH:28]=[CH:29][CH:30]=[CH:31][C:7]=12.[I-:34].[Na+], predict the reaction product. (2) Given the reactants [CH2:1]([O:3][C:4](=[O:15])[CH:5](O)[C:6]1[CH:11]=[CH:10][C:9]([S:12][CH3:13])=[CH:8][CH:7]=1)[CH3:2].O=S(Cl)[Cl:18], predict the reaction product. The product is: [CH2:1]([O:3][C:4](=[O:15])[CH:5]([Cl:18])[C:6]1[CH:11]=[CH:10][C:9]([S:12][CH3:13])=[CH:8][CH:7]=1)[CH3:2]. (3) Given the reactants [Cl:1][C:2]1[CH:3]=[CH:4][C:5]([OH:8])=[N:6][CH:7]=1.[Br:9]Br, predict the reaction product. The product is: [Br:9][C:4]1[C:5]([OH:8])=[N:6][CH:7]=[C:2]([Cl:1])[CH:3]=1. (4) Given the reactants [CH:1]([NH:4][CH2:5][C:6]([NH:8][CH2:9][C:10]1[CH:15]=[C:14]([C:16]2[CH:21]=[CH:20][C:19]([C:22]([F:25])([F:24])[F:23])=[CH:18][CH:17]=2)[N:13]=[CH:12][N:11]=1)=[O:7])([CH3:3])[CH3:2].C(N(CC)C(C)C)(C)C.[F:35][C:36]1[CH:37]=[C:38]([S:43](Cl)(=[O:45])=[O:44])[CH:39]=[CH:40][C:41]=1[F:42].C(OCC)(=O)C, predict the reaction product. The product is: [F:35][C:36]1[CH:37]=[C:38]([S:43]([N:4]([CH:1]([CH3:3])[CH3:2])[CH2:5][C:6]([NH:8][CH2:9][C:10]2[CH:15]=[C:14]([C:16]3[CH:17]=[CH:18][C:19]([C:22]([F:24])([F:25])[F:23])=[CH:20][CH:21]=3)[N:13]=[CH:12][N:11]=2)=[O:7])(=[O:44])=[O:45])[CH:39]=[CH:40][C:41]=1[F:42]. (5) Given the reactants [C:1]([O:5][C:6]([N:8]1[CH2:12][CH:11]([CH2:13]C(O)=O)[CH:10]([CH2:17][C:18]([OH:20])=O)[CH2:9]1)=[O:7])([CH3:4])([CH3:3])[CH3:2].CC([O-])=O.[Na+], predict the reaction product. The product is: [O:20]=[C:18]1[CH2:13][CH:11]2[CH2:12][N:8]([C:6]([O:5][C:1]([CH3:2])([CH3:3])[CH3:4])=[O:7])[CH2:9][CH:10]2[CH2:17]1.